Dataset: NCI-60 drug combinations with 297,098 pairs across 59 cell lines. Task: Regression. Given two drug SMILES strings and cell line genomic features, predict the synergy score measuring deviation from expected non-interaction effect. Drug 1: C1=CC(=CC=C1C#N)C(C2=CC=C(C=C2)C#N)N3C=NC=N3. Drug 2: B(C(CC(C)C)NC(=O)C(CC1=CC=CC=C1)NC(=O)C2=NC=CN=C2)(O)O. Cell line: HT29. Synergy scores: CSS=39.2, Synergy_ZIP=1.36, Synergy_Bliss=1.92, Synergy_Loewe=-38.3, Synergy_HSA=-1.48.